Dataset: Blood-brain barrier permeability classification from the B3DB database. Task: Regression/Classification. Given a drug SMILES string, predict its absorption, distribution, metabolism, or excretion properties. Task type varies by dataset: regression for continuous measurements (e.g., permeability, clearance, half-life) or binary classification for categorical outcomes (e.g., BBB penetration, CYP inhibition). Dataset: b3db_classification. (1) The molecule is C[C@]12CC[C@@H]3[C@H]4CCC(=O)C=C4CC[C@H]3[C@@H]1CC[C@@H]2O. The result is 0 (does not penetrate BBB). (2) The molecule is O=C(Cc1cccs1)N[C@@H]1C(=O)N2C(C(=O)O)=C(CSc3ncn[nH]3)CS[C@H]12. The result is 0 (does not penetrate BBB). (3) The compound is C=C. The result is 1 (penetrates BBB). (4) The compound is CO/N=C(/C(=O)NC1C(=O)N2C(C(=O)O)=C(COC(N)=O)CS[C@@H]12)c1ccco1. The result is 1 (penetrates BBB). (5) The drug is COc1ccc([C@H]2Sc3ccccc3N(CCN(C)C)C(=O)[C@H]2OC(C)=O)cc1. The result is 0 (does not penetrate BBB). (6) The compound is O=c1[nH]cnc2c1ncn2[C@H]1CC[C@@H](CO)O1. The result is 0 (does not penetrate BBB).